Dataset: Full USPTO retrosynthesis dataset with 1.9M reactions from patents (1976-2016). Task: Predict the reactants needed to synthesize the given product. (1) Given the product [NH:6]1[CH2:7][CH2:8][CH:3]([CH2:2][NH:1][C:9](=[O:10])[O:11][C:12]([CH3:15])([CH3:14])[CH3:13])[CH2:4][CH2:5]1, predict the reactants needed to synthesize it. The reactants are: [NH2:1][CH2:2][CH:3]1[CH2:8][CH2:7][NH:6][CH2:5][CH2:4]1.[C:9](O[C:9]([O:11][C:12]([CH3:15])([CH3:14])[CH3:13])=[O:10])([O:11][C:12]([CH3:15])([CH3:14])[CH3:13])=[O:10]. (2) The reactants are: [N+](=CC([C:6]1([N:11]2[C:15]3=[N:16][CH:17]=[CH:18][CH:19]=[C:14]3[CH:13]=[CH:12]2)[CH2:10][CH2:9][CH2:8][CH2:7]1)=O)=[N-].[C:20]([O:23]CC)(=[O:22])[CH3:21]. Given the product [N:11]1([C:6]2([CH2:21][C:20]([OH:23])=[O:22])[CH2:10][CH2:9][CH2:8][CH2:7]2)[C:15]2=[N:16][CH:17]=[CH:18][CH:19]=[C:14]2[CH:13]=[CH:12]1, predict the reactants needed to synthesize it. (3) Given the product [CH3:1][C:2]1[C:3]([CH2:9][N:10]([CH2:16][C:17]2[C:26]3[C:21](=[CH:22][CH:23]=[CH:24][CH:25]=3)[CH:20]=[CH:19][N:18]=2)[CH2:11][CH2:12][CH2:13][CH2:14][NH:15][C:42]([NH:41][C:37]2[NH:36][CH:40]=[CH:39][N:38]=2)=[O:43])=[N:4][CH:5]=[C:6]([CH3:8])[CH:7]=1, predict the reactants needed to synthesize it. The reactants are: [CH3:1][C:2]1[C:3]([CH2:9][N:10]([CH2:16][C:17]2[C:26]3[C:21](=[CH:22][CH:23]=[CH:24][CH:25]=3)[CH:20]=[CH:19][N:18]=2)[CH2:11][CH2:12][CH2:13][CH2:14][NH2:15])=[N:4][CH:5]=[C:6]([CH3:8])[CH:7]=1.CCN(C(C)C)C(C)C.[NH:36]1[CH:40]=[CH:39][N:38]=[C:37]1[NH:41][C:42](N1C=CN=C1)=[O:43]. (4) Given the product [CH2:1]([C:8]1[CH:9]=[C:10]([C:14](=[O:42])[CH2:15][C:16]([C:18]2[NH:22][CH:21]=[N:20][N:19]=2)=[O:17])[CH:11]=[CH:12][CH:13]=1)[C:2]1[CH:3]=[CH:4][CH:5]=[CH:6][CH:7]=1, predict the reactants needed to synthesize it. The reactants are: [CH2:1]([C:8]1[CH:9]=[C:10]([C:14](=[O:42])[CH2:15][C:16]([C:18]2[N:22](C(C3C=CC=CC=3)(C3C=CC=CC=3)C3C=CC=CC=3)[CH:21]=[N:20][N:19]=2)=[O:17])[CH:11]=[CH:12][CH:13]=1)[C:2]1[CH:7]=[CH:6][CH:5]=[CH:4][CH:3]=1.FC(F)(F)C(O)=O. (5) The reactants are: [CH2:1]=[CH:2][CH2:3][C:4](=[O:8])[CH2:5][CH:6]=[CH2:7].O.O.O.O.O.O.O.O.O.[S-2:18].[Na+].[Na+].C(=O)([O-])[O-].[K+].[K+]. Given the product [CH3:7][CH:6]1[CH2:5][C:4](=[O:8])[CH2:3][CH:2]([CH3:1])[S:18]1, predict the reactants needed to synthesize it. (6) Given the product [CH3:13][O:12][C:9]1[CH:10]=[CH:11][C:6]([CH2:5][N:3]([CH3:2])[NH2:4])=[CH:7][CH:8]=1, predict the reactants needed to synthesize it. The reactants are: [Li].[CH3:2][N:3]([C:5](=O)[C:6]1[CH:11]=[CH:10][C:9]([O:12][CH3:13])=[CH:8][CH:7]=1)[NH2:4].O.[OH-].[Na+].